This data is from Catalyst prediction with 721,799 reactions and 888 catalyst types from USPTO. The task is: Predict which catalyst facilitates the given reaction. (1) Reactant: [I:1][C:2]1[C:7]([C:8]([OH:10])=O)=[C:6]([O:11][CH3:12])[N:5]=[CH:4][CH:3]=1.Cl.[CH:14]1([NH:19][NH2:20])[CH2:18][CH2:17][CH2:16][CH2:15]1.CCN=C=NCCCN(C)C.Cl.C1C=CC2N(O)N=NC=2C=1. Product: [CH:14]1([NH:19][NH:20][C:8](=[O:10])[C:7]2[C:2]([I:1])=[CH:3][CH:4]=[N:5][C:6]=2[O:11][CH3:12])[CH2:18][CH2:17][CH2:16][CH2:15]1. The catalyst class is: 851. (2) Reactant: [CH3:1][C:2]([S:22]([CH3:25])(=[O:24])=[O:23])([CH2:6][CH2:7][N:8]1[CH:13]=[CH:12][C:11]([C:14]2[CH:19]=[CH:18][CH:17]=[CH:16][CH:15]=2)=[C:10]([CH3:20])[C:9]1=[O:21])[C:3](O)=[O:4].Cl.CN(C)CCCN=C=NCC.O.ON1C2C=CC=CC=2N=N1.C(N(CC)CC)C.[O:56]1[CH2:61][CH2:60][CH2:59][CH2:58][CH:57]1[O:62][NH2:63]. Product: [CH3:1][C:2]([S:22]([CH3:25])(=[O:23])=[O:24])([CH2:6][CH2:7][N:8]1[CH:13]=[CH:12][C:11]([C:14]2[CH:19]=[CH:18][CH:17]=[CH:16][CH:15]=2)=[C:10]([CH3:20])[C:9]1=[O:21])[C:3]([NH:63][O:62][CH:57]1[CH2:58][CH2:59][CH2:60][CH2:61][O:56]1)=[O:4]. The catalyst class is: 2. (3) The catalyst class is: 2. Reactant: [NH2:1][C:2]1[N:10]=[CH:9][N:8]=[C:7]2[C:3]=1[N:4]=[CH:5][N:6]2[C@H:11]1[C@@H:15]2[O:16][C:17]([CH3:20])([CH3:19])[O:18][C@@H:14]2[C@@H:13]([CH2:21][N:22]([CH3:32])[CH:23]2[CH2:26][CH:25]([CH2:27][CH2:28][C:29](O)=[O:30])[CH2:24]2)[O:12]1.[O:33]1[CH2:36][CH:35]([C:37]2[CH:38]=[C:39]([NH2:44])[C:40]([NH2:43])=[CH:41][CH:42]=2)[CH2:34]1.C(N(CC)C(C)C)(C)C.F[P-](F)(F)(F)(F)F.C[N+](C)=C(N(C)C)ON1C2N=CC=CC=2N=N1. Product: [NH2:43][C:40]1[CH:41]=[CH:42][C:37]([CH:35]2[CH2:34][O:33][CH2:36]2)=[CH:38][C:39]=1[NH:44][C:29](=[O:30])[CH2:28][CH2:27][CH:25]1[CH2:26][CH:23]([N:22]([CH2:21][C@@H:13]2[C@@H:14]3[C@@H:15]([O:16][C:17]([CH3:20])([CH3:19])[O:18]3)[C@H:11]([N:6]3[CH:5]=[N:4][C:3]4[C:7]3=[N:8][CH:9]=[N:10][C:2]=4[NH2:1])[O:12]2)[CH3:32])[CH2:24]1.